Dataset: Experimentally validated miRNA-target interactions with 360,000+ pairs, plus equal number of negative samples. Task: Binary Classification. Given a miRNA mature sequence and a target amino acid sequence, predict their likelihood of interaction. (1) The miRNA is hsa-miR-550b-3p with sequence UCUUACUCCCUCAGGCACUG. The protein sequence of the target gene is MDPPSLDTAIQHALAGLYPPFEATAPTVLGQVFRLLDSGFQGDGLSFLLDFLIPAKRLCEQVREAACAPYSHCLFLHEGWPLCLRDEVVVHLAPLNPLLLRQGDFYLQVEPQEEQSVCIMIKCLSLDLCTVDKKPVPEPAYPILFTQEWLEAINSDFEGNPLHNCLVASENGIAPVPWTKITSPEFVDDRPQVVNALCQAWGPLPLEALDLSSPQELHQASSPDNQVLPAQSLAKGKGRTYGSKYPGLIKVEQARCGEVAFRMDEVVSQDFEGDYVALLGFSQESRGESPSREAGTSSGC.... Result: 0 (no interaction). (2) The protein sequence of the target gene is MSRPSSVSPRQPAPGGGGGGGPSPCGPGGGGRAKGLKDIRIDEEVKIAVNIALERFRYGDQREMEFPSSLTSTERAFIHRLSQSLGLVSKSKGKGANRYLTVKKKDGSETAHAMMTCNLTHNTKHAVRSLIQRFPVTNKERTELLPKTERGNVFAVEAENREMSKTSGRLNNGIPQIPVKRGESEFDSFRQSLPVFEKQEEIVKIIKENKVVLIVGETGSGKTTQIPQFLLDDCFKNGIPCRIFCTQPRRLAAIAVAERVAAERRERIGQTIGYQIRLESRVSPKTLLTFCTNGVLLRTL.... Result: 1 (interaction). The miRNA is hsa-miR-30c-5p with sequence UGUAAACAUCCUACACUCUCAGC. (3) The miRNA is hsa-miR-320d with sequence AAAAGCUGGGUUGAGAGGA. The protein sequence of the target gene is MAAPTPARPVLTHLLVALFGMGSWAAVNGIWVELPVVVKELPEGWSLPSYVSVLVALGNLGLLVVTLWRRLAPGKDEQVPIRVVQVLGMVGTALLASLWHHVAPVAGQLHSVAFLALAFVLALACCASNVTFLPFLSHLPPRFLRSFFLGQGLSALLPCVLALVQGVGRLECPPAPINGTPGPPLDFLERFPASTFFWALTALLVASAAAFQGLLLLLPPPPSVPTGELGSGLQVGAPGAEEEVEESSPLQEPPSQAAGTTPGPDPKAYQLLSARSACLLGLLAATNALTNGVLPAVQSF.... Result: 0 (no interaction).